Dataset: Forward reaction prediction with 1.9M reactions from USPTO patents (1976-2016). Task: Predict the product of the given reaction. (1) Given the reactants [F:1][C:2]1[C:3]([C:21]2[CH:26]=[C:25]([F:27])[CH:24]=[CH:23][C:22]=2[O:28][CH3:29])=[C:4]2[C:10]([C:11]#[N:12])=[CH:9][N:8]([CH2:13][O:14][CH2:15][CH2:16][Si:17]([CH3:20])([CH3:19])[CH3:18])[C:5]2=[N:6][CH:7]=1.C([N-]C(C)C)(C)C.[Li+].[I:38]I, predict the reaction product. The product is: [F:1][C:2]1[C:3]([C:21]2[CH:26]=[C:25]([F:27])[CH:24]=[CH:23][C:22]=2[O:28][CH3:29])=[C:4]2[C:10]([C:11]#[N:12])=[C:9]([I:38])[N:8]([CH2:13][O:14][CH2:15][CH2:16][Si:17]([CH3:18])([CH3:19])[CH3:20])[C:5]2=[N:6][CH:7]=1. (2) Given the reactants [OH:1][CH2:2][C@H:3]([NH:5][C:6]([C:8]1[C:16]2[C:11](=[N:12][CH:13]=[C:14]([C:17]3[C:25]4[C:20](=[CH:21][C:22]([Cl:26])=[CH:23][CH:24]=4)[N:19]([CH3:27])[N:18]=3)[N:15]=2)[N:10]([CH2:28][O:29][CH2:30][CH2:31][Si:32]([CH3:35])([CH3:34])[CH3:33])[CH:9]=1)=[O:7])[CH3:4].[CH3:36]I, predict the reaction product. The product is: [CH3:36][O:1][CH2:2][C@H:3]([NH:5][C:6]([C:8]1[C:16]2[C:11](=[N:12][CH:13]=[C:14]([C:17]3[C:25]4[C:20](=[CH:21][C:22]([Cl:26])=[CH:23][CH:24]=4)[N:19]([CH3:27])[N:18]=3)[N:15]=2)[N:10]([CH2:28][O:29][CH2:30][CH2:31][Si:32]([CH3:34])([CH3:33])[CH3:35])[CH:9]=1)=[O:7])[CH3:4]. (3) Given the reactants I[C:2]1[CH:7]=[CH:6][CH:5]=[CH:4][C:3]=1[O:8][CH2:9][CH2:10][O:11][CH3:12].Br[C:14]([F:21])([F:20])[C:15]([O:17][CH2:18][CH3:19])=[O:16], predict the reaction product. The product is: [F:20][C:14]([F:21])([C:2]1[CH:7]=[CH:6][CH:5]=[CH:4][C:3]=1[O:8][CH2:9][CH2:10][O:11][CH3:12])[C:15]([O:17][CH2:18][CH3:19])=[O:16]. (4) Given the reactants C(OC(=O)[NH:7][C:8]1([C:13]2[CH:18]=[CH:17][C:16]([C:19]3[C:24]([C:25]4[CH:30]=[CH:29][CH:28]=[CH:27][CH:26]=4)=[CH:23][N:22]4[N:31]=[C:32]([CH3:34])[N:33]=[C:21]4[N:20]=3)=[CH:15][CH:14]=2)[CH2:12][CH2:11][CH2:10][CH2:9]1)(C)(C)C.Cl, predict the reaction product. The product is: [CH3:34][C:32]1[N:33]=[C:21]2[N:20]=[C:19]([C:16]3[CH:17]=[CH:18][C:13]([C:8]4([NH2:7])[CH2:12][CH2:11][CH2:10][CH2:9]4)=[CH:14][CH:15]=3)[C:24]([C:25]3[CH:26]=[CH:27][CH:28]=[CH:29][CH:30]=3)=[CH:23][N:22]2[N:31]=1. (5) Given the reactants [H-].[Na+].[C:3]([O:11][CH2:12][C:13]1[CH:18]=[CH:17][CH:16]=[CH:15][CH:14]=1)(=[O:10])[CH2:4][C:5]([O:7][CH2:8][CH3:9])=[O:6].[F:19][C:20]1[CH:21]=[C:22]([N+:27]([O-:29])=[O:28])[CH:23]=[CH:24][C:25]=1F, predict the reaction product. The product is: [F:19][C:20]1[CH:21]=[C:22]([N+:27]([O-:29])=[O:28])[CH:23]=[CH:24][C:25]=1[CH:4]([C:3]([O:11][CH2:12][C:13]1[CH:14]=[CH:15][CH:16]=[CH:17][CH:18]=1)=[O:10])[C:5]([O:7][CH2:8][CH3:9])=[O:6]. (6) Given the reactants Cl[C:2]1[CH:7]=[C:6]([N:8]([CH2:17][O:18][CH2:19][CH2:20][Si:21]([CH3:24])([CH3:23])[CH3:22])[CH2:9][O:10][CH2:11][CH2:12][Si:13]([CH3:16])([CH3:15])[CH3:14])[N:5]2[N:25]=[CH:26][CH:27]=[C:4]2[N:3]=1.CC1(C)C(C)(C)OB([C:36]2[CH2:41][CH2:40][N:39]([C:42]([O:44][C:45]([CH3:48])([CH3:47])[CH3:46])=[O:43])[CH2:38][CH:37]=2)O1.ClCCl.C([O-])([O-])=O.[Na+].[Na+], predict the reaction product. The product is: [CH3:14][Si:13]([CH3:16])([CH3:15])[CH2:12][CH2:11][O:10][CH2:9][N:8]([CH2:17][O:18][CH2:19][CH2:20][Si:21]([CH3:24])([CH3:23])[CH3:22])[C:6]1[N:5]2[N:25]=[CH:26][CH:27]=[C:4]2[N:3]=[C:2]([C:36]2[CH2:41][CH2:40][N:39]([C:42]([O:44][C:45]([CH3:48])([CH3:47])[CH3:46])=[O:43])[CH2:38][CH:37]=2)[CH:7]=1. (7) Given the reactants [H-].[Na+].[F:3][C:4]1[C:9]([F:10])=[CH:8][CH:7]=[CH:6][C:5]=1[CH2:11][C:12]#[N:13].Br[CH2:15][CH2:16][CH2:17][C:18]([O:20][CH2:21][CH3:22])=[O:19].O, predict the reaction product. The product is: [C:12]([CH:11]([C:5]1[CH:6]=[CH:7][CH:8]=[C:9]([F:10])[C:4]=1[F:3])[CH2:15][CH2:16][CH2:17][C:18]([O:20][CH2:21][CH3:22])=[O:19])#[N:13].